Dataset: Reaction yield outcomes from USPTO patents with 853,638 reactions. Task: Predict the reaction yield, written as a fraction of the theoretical maximum amount of product (1.0 means a 100% yield; for example, 0.34 means a 34% yield). (1) The reactants are [N+:1]([C:4]1[CH:12]=[C:11]2[C:7]([CH2:8][CH:9]([C:13]([O:15][CH3:16])=[O:14])[NH:10]2)=[CH:6][CH:5]=1)([O-:3])=[O:2].[CH2:17]([O:24][C:25]1[C:33]([O:34][CH3:35])=[CH:32][C:28]([C:29](Cl)=[O:30])=[C:27]([N+:36]([O-:38])=[O:37])[CH:26]=1)[C:18]1[CH:23]=[CH:22][CH:21]=[CH:20][CH:19]=1.N1C2C(=CC=CC=2)CC1.C(N(CC)CC)C. The catalyst is O1CCCC1. The product is [CH2:17]([O:24][C:25]1[C:33]([O:34][CH3:35])=[CH:32][C:28]([C:29]([N:10]2[C:11]3[C:7](=[CH:6][CH:5]=[C:4]([N+:1]([O-:3])=[O:2])[CH:12]=3)[CH2:8][CH:9]2[C:13]([O:15][CH3:16])=[O:14])=[O:30])=[C:27]([N+:36]([O-:38])=[O:37])[CH:26]=1)[C:18]1[CH:23]=[CH:22][CH:21]=[CH:20][CH:19]=1. The yield is 0.414. (2) The reactants are [Br:1][C:2]1[CH:7]=[C:6]([C:8]2[C:9]([C:14]3[CH:19]=[CH:18][CH:17]=[CH:16][CH:15]=3)=[N:10][O:11][C:12]=2[CH3:13])[CH:5]=[CH:4][N:3]=1.[Br:20]N1C(=O)CCC1=O. The catalyst is C(Cl)(Cl)(Cl)Cl.C(Cl)Cl.CC(N=NC(C#N)(C)C)(C#N)C. The product is [Br:1][C:2]1[CH:7]=[C:6]([C:8]2[C:9]([C:14]3[CH:15]=[CH:16][CH:17]=[CH:18][CH:19]=3)=[N:10][O:11][C:12]=2[CH2:13][Br:20])[CH:5]=[CH:4][N:3]=1. The yield is 0.570. (3) The reactants are [OH-].[Na+].[CH:3]12[CH2:12][CH:7]3[CH2:8][CH:9]([CH2:11][CH:5]([CH2:6]3)[CH:4]1[NH:13][C:14]([C:16]1[CH:17]=[N:18][N:19]([C:25]3[CH:34]=[CH:33][C:28]([C:29]([O:31]C)=[O:30])=[CH:27][CH:26]=3)[C:20]=1[C:21]([CH3:24])([CH3:23])[CH3:22])=[O:15])[CH2:10]2. The catalyst is CO. The product is [CH:3]12[CH2:10][CH:9]3[CH2:8][CH:7]([CH2:6][CH:5]([CH2:11]3)[CH:4]1[NH:13][C:14]([C:16]1[CH:17]=[N:18][N:19]([C:25]3[CH:34]=[CH:33][C:28]([C:29]([OH:31])=[O:30])=[CH:27][CH:26]=3)[C:20]=1[C:21]([CH3:23])([CH3:24])[CH3:22])=[O:15])[CH2:12]2. The yield is 0.800. (4) The reactants are [Cl:1][C:2]1[C:7]([F:8])=[C:6]([NH2:9])[CH:5]=[CH:4][N:3]=1.[Cl:10][C:11]1[CH:19]=[C:18]([I:20])[CH:17]=[C:16]([Cl:21])[C:12]=1[C:13](Cl)=[O:14].C(N(CC)CC)C. The catalyst is O1CCOCC1. The product is [Cl:10][C:11]1[CH:19]=[C:18]([I:20])[CH:17]=[C:16]([Cl:21])[C:12]=1[C:13]([NH:9][C:6]1[CH:5]=[CH:4][N:3]=[C:2]([Cl:1])[C:7]=1[F:8])=[O:14]. The yield is 0.540.